Dataset: NCI-60 drug combinations with 297,098 pairs across 59 cell lines. Task: Regression. Given two drug SMILES strings and cell line genomic features, predict the synergy score measuring deviation from expected non-interaction effect. (1) Cell line: KM12. Synergy scores: CSS=49.3, Synergy_ZIP=1.62, Synergy_Bliss=-2.28, Synergy_Loewe=1.43, Synergy_HSA=1.99. Drug 2: CC1OCC2C(O1)C(C(C(O2)OC3C4COC(=O)C4C(C5=CC6=C(C=C35)OCO6)C7=CC(=C(C(=C7)OC)O)OC)O)O. Drug 1: CC1=C2C(C(=O)C3(C(CC4C(C3C(C(C2(C)C)(CC1OC(=O)C(C(C5=CC=CC=C5)NC(=O)OC(C)(C)C)O)O)OC(=O)C6=CC=CC=C6)(CO4)OC(=O)C)OC)C)OC. (2) Drug 1: COC1=CC(=CC(=C1O)OC)C2C3C(COC3=O)C(C4=CC5=C(C=C24)OCO5)OC6C(C(C7C(O6)COC(O7)C8=CC=CS8)O)O. Cell line: MDA-MB-435. Drug 2: COC1=NC(=NC2=C1N=CN2C3C(C(C(O3)CO)O)O)N. Synergy scores: CSS=13.4, Synergy_ZIP=0.0555, Synergy_Bliss=6.18, Synergy_Loewe=-12.9, Synergy_HSA=1.51. (3) Drug 1: C(CC(=O)O)C(=O)CN.Cl. Drug 2: B(C(CC(C)C)NC(=O)C(CC1=CC=CC=C1)NC(=O)C2=NC=CN=C2)(O)O. Cell line: HOP-62. Synergy scores: CSS=28.5, Synergy_ZIP=-5.72, Synergy_Bliss=-6.53, Synergy_Loewe=-63.7, Synergy_HSA=-11.2. (4) Drug 1: CS(=O)(=O)C1=CC(=C(C=C1)C(=O)NC2=CC(=C(C=C2)Cl)C3=CC=CC=N3)Cl. Drug 2: CC1=C(C(=CC=C1)Cl)NC(=O)C2=CN=C(S2)NC3=CC(=NC(=N3)C)N4CCN(CC4)CCO. Cell line: HT29. Synergy scores: CSS=40.7, Synergy_ZIP=4.62, Synergy_Bliss=11.7, Synergy_Loewe=-4.25, Synergy_HSA=10.2. (5) Drug 1: CC(C)NC(=O)C1=CC=C(C=C1)CNNC.Cl. Drug 2: CC1C(C(CC(O1)OC2CC(CC3=C2C(=C4C(=C3O)C(=O)C5=CC=CC=C5C4=O)O)(C(=O)C)O)N)O. Cell line: KM12. Synergy scores: CSS=30.8, Synergy_ZIP=1.11, Synergy_Bliss=0.196, Synergy_Loewe=-9.98, Synergy_HSA=1.86. (6) Drug 1: CC1=C(C=C(C=C1)NC2=NC=CC(=N2)N(C)C3=CC4=NN(C(=C4C=C3)C)C)S(=O)(=O)N.Cl. Drug 2: CN(C(=O)NC(C=O)C(C(C(CO)O)O)O)N=O. Cell line: UO-31. Synergy scores: CSS=3.15, Synergy_ZIP=6.60, Synergy_Bliss=9.48, Synergy_Loewe=9.37, Synergy_HSA=10.2. (7) Drug 1: C1C(C(OC1N2C=NC3=C(N=C(N=C32)Cl)N)CO)O. Drug 2: CN(C(=O)NC(C=O)C(C(C(CO)O)O)O)N=O. Cell line: SN12C. Synergy scores: CSS=32.8, Synergy_ZIP=-0.541, Synergy_Bliss=2.03, Synergy_Loewe=-30.8, Synergy_HSA=-3.25. (8) Drug 1: CN1C(=O)N2C=NC(=C2N=N1)C(=O)N. Drug 2: C1CN(P(=O)(OC1)NCCCl)CCCl. Cell line: SF-295. Synergy scores: CSS=0.278, Synergy_ZIP=-4.07, Synergy_Bliss=-7.14, Synergy_Loewe=-8.74, Synergy_HSA=-7.85. (9) Cell line: HT29. Synergy scores: CSS=24.1, Synergy_ZIP=-6.72, Synergy_Bliss=-2.03, Synergy_Loewe=1.86, Synergy_HSA=2.36. Drug 1: C1CN(CCN1C(=O)CCBr)C(=O)CCBr. Drug 2: C1C(C(OC1N2C=NC(=NC2=O)N)CO)O. (10) Drug 1: CNC(=O)C1=NC=CC(=C1)OC2=CC=C(C=C2)NC(=O)NC3=CC(=C(C=C3)Cl)C(F)(F)F. Drug 2: CCN(CC)CCCC(C)NC1=C2C=C(C=CC2=NC3=C1C=CC(=C3)Cl)OC. Cell line: NCI-H226. Synergy scores: CSS=5.34, Synergy_ZIP=-5.43, Synergy_Bliss=-6.47, Synergy_Loewe=-19.8, Synergy_HSA=-6.32.